This data is from Peptide-MHC class I binding affinity with 185,985 pairs from IEDB/IMGT. The task is: Regression. Given a peptide amino acid sequence and an MHC pseudo amino acid sequence, predict their binding affinity value. This is MHC class I binding data. (1) The peptide sequence is MTRLPILLL. The MHC is HLA-A30:01 with pseudo-sequence HLA-A30:01. The binding affinity (normalized) is 1.00. (2) The peptide sequence is DTLEGAGEL. The MHC is Mamu-A02 with pseudo-sequence Mamu-A02. The binding affinity (normalized) is 0.0892. (3) The peptide sequence is YLHRDIFDI. The MHC is HLA-A02:11 with pseudo-sequence HLA-A02:11. The binding affinity (normalized) is 1.00. (4) The peptide sequence is SLCLMMMLPA. The MHC is HLA-A02:17 with pseudo-sequence HLA-A02:17. The binding affinity (normalized) is 0.134. (5) The peptide sequence is GHLAASVTL. The MHC is HLA-B57:01 with pseudo-sequence HLA-B57:01. The binding affinity (normalized) is 0.0847.